Dataset: Reaction yield outcomes from USPTO patents with 853,638 reactions. Task: Predict the reaction yield, written as a fraction of the theoretical maximum amount of product (1.0 means a 100% yield; for example, 0.34 means a 34% yield). (1) The reactants are [CH3:1][C@@H:2]1[N:7]([C:8]2[N:9]=[C:10]([C:24]3[CH:29]=[CH:28][C:27]([NH:30][C:31]([O:33][C:34]4[CH:39]=[CH:38][CH:37]=[CH:36][CH:35]=4)=[O:32])=[CH:26][CH:25]=3)[C:11]3[CH2:16][N:15](C(OC(C)(C)C)=O)[CH2:14][C:12]=3[N:13]=2)[CH2:6][CH2:5][O:4][CH2:3]1. The catalyst is Cl.O1CCOCC1. The product is [CH3:1][C@@H:2]1[N:7]([C:8]2[N:9]=[C:10]([C:24]3[CH:25]=[CH:26][C:27]([NH:30][C:31](=[O:32])[O:33][C:34]4[CH:35]=[CH:36][CH:37]=[CH:38][CH:39]=4)=[CH:28][CH:29]=3)[C:11]3[CH2:16][NH:15][CH2:14][C:12]=3[N:13]=2)[CH2:6][CH2:5][O:4][CH2:3]1. The yield is 1.00. (2) The reactants are [Cl-].[Al+3].[Cl-].[Cl-].[C:5](Cl)(=[O:7])[CH3:6].[F:9][C:10]1[CH:15]=[CH:14][CH:13]=[CH:12][C:11]=1[O:16][CH3:17]. The catalyst is C(Cl)(Cl)Cl. The product is [F:9][C:10]1[CH:15]=[C:14]([C:5](=[O:7])[CH3:6])[CH:13]=[CH:12][C:11]=1[O:16][CH3:17]. The yield is 0.920. (3) The reactants are [NH:1]1[C:9]2[C:4](=[CH:5][CH:6]=[CH:7][CH:8]=2)[CH2:3][C:2]1=[O:10].[C:11](OC(=O)C)(=[O:13])[CH3:12]. The catalyst is C(O)(=O)C.O. The product is [C:11]([N:1]1[C:9]2[C:4](=[CH:5][CH:6]=[CH:7][CH:8]=2)[CH2:3][C:2]1=[O:10])(=[O:13])[CH3:12]. The yield is 0.790. (4) The reactants are [H-].[Al+3].[Li+].[H-].[H-].[H-].[O:7]1[C:11]2([CH2:15][CH2:14][CH2:13][CH:12]2[C:16](OC)=[O:17])[O:10][CH2:9][CH2:8]1.O.[OH-].[Na+]. The catalyst is C(OCC)C. The product is [O:7]1[C:11]2([CH2:15][CH2:14][CH2:13][CH:12]2[CH2:16][OH:17])[O:10][CH2:9][CH2:8]1. The yield is 0.724. (5) The reactants are [NH2:1][C:2]1[CH:7]=[CH:6][C:5]([OH:8])=[CH:4][C:3]=1[Cl:9].[H-].[Na+].[CH2:12]([O:19][C:20]1[CH:29]=[C:28]2[C:23]([C:24](Cl)=[CH:25][CH:26]=[N:27]2)=[CH:22][C:21]=1[C:31]([O:33][CH3:34])=[O:32])[C:13]1[CH:18]=[CH:17][CH:16]=[CH:15][CH:14]=1.C(OCC)(=O)C. The catalyst is CS(C)=O.O. The product is [NH2:1][C:2]1[CH:7]=[CH:6][C:5]([O:8][C:24]2[C:23]3[C:28](=[CH:29][C:20]([O:19][CH2:12][C:13]4[CH:18]=[CH:17][CH:16]=[CH:15][CH:14]=4)=[C:21]([C:31]([O:33][CH3:34])=[O:32])[CH:22]=3)[N:27]=[CH:26][CH:25]=2)=[CH:4][C:3]=1[Cl:9]. The yield is 0.733. (6) The reactants are [CH2:1]([O:8][CH2:9][Li])[C:2]1[CH:7]=[CH:6][CH:5]=[CH:4][CH:3]=1.[Sn](COCC1C=CC=CC=1)(CCCC)(CCCC)CCCC.[Li]CCCC.[Br:38][C:39]1[CH:44]=[CH:43][C:42]([NH:45][C:46]2[C:47]([CH:56]=[O:57])=[CH:48][C:49]3[NH:53][CH:52]=[N:51][C:50]=3[C:54]=2[F:55])=[C:41]([Cl:58])[CH:40]=1. The catalyst is C1COCC1. The product is [CH2:1]([O:8][CH2:9][CH:56]([C:47]1[C:46]([NH:45][C:42]2[CH:43]=[CH:44][C:39]([Br:38])=[CH:40][C:41]=2[Cl:58])=[C:54]([F:55])[C:50]2[N:51]=[CH:52][NH:53][C:49]=2[CH:48]=1)[OH:57])[C:2]1[CH:7]=[CH:6][CH:5]=[CH:4][CH:3]=1. The yield is 0.680.